From a dataset of Full USPTO retrosynthesis dataset with 1.9M reactions from patents (1976-2016). Predict the reactants needed to synthesize the given product. (1) Given the product [Br:2][C:1]([Br:5])=[CH:37][C:36]1[CH:39]=[CH:40][C:33]([F:32])=[CH:34][C:35]=1[OH:41], predict the reactants needed to synthesize it. The reactants are: [C:1]([Br:5])(Br)(Br)[Br:2].C1C=CC(P(C2C=CC=CC=2)C2C=CC=CC=2)=CC=1.CCN(CC)CC.[F:32][C:33]1[CH:40]=[CH:39][C:36]([CH:37]=O)=[C:35]([OH:41])[CH:34]=1. (2) Given the product [O:23]=[C:22]1[N:8]([CH:9]2[CH2:14][CH2:13][N:12]([CH2:15][C:16]3[CH:17]=[CH:18][CH:19]=[CH:20][CH:21]=3)[CH2:11][CH2:10]2)[C:3]2[CH:4]=[N:5][CH:6]=[CH:7][C:2]=2[NH:1]1, predict the reactants needed to synthesize it. The reactants are: [NH2:1][C:2]1[CH:7]=[CH:6][N:5]=[CH:4][C:3]=1[NH:8][CH:9]1[CH2:14][CH2:13][N:12]([CH2:15][C:16]2[CH:21]=[CH:20][CH:19]=[CH:18][CH:17]=2)[CH2:11][CH2:10]1.[C:22](N1C=CN=C1)(N1C=CN=C1)=[O:23]. (3) The reactants are: [Br:1][C:2]1[CH:7]=[CH:6][C:5](I)=[CH:4][CH:3]=1.C1(P(C2C=CC=CC=2)C2C=CC=CC=2)C=CC=CC=1.[CH2:28]([OH:31])[C:29]#[CH:30].C(N(C(C)C)CC)(C)C. Given the product [Br:1][C:2]1[CH:7]=[CH:6][C:5]([C:30]#[C:29][CH2:28][OH:31])=[CH:4][CH:3]=1, predict the reactants needed to synthesize it. (4) Given the product [CH3:8][C@@H:9]([O:13][C:14]1[N:22]=[C:21]2[C:17]([N:18]=[C:19]([O:23][CH3:24])[N:20]2[CH2:27][CH2:28][CH:29]2[CH2:34][CH2:33][O:32][CH2:31][CH2:30]2)=[C:16]([NH2:25])[N:15]=1)[CH2:10][CH2:11][CH3:12], predict the reactants needed to synthesize it. The reactants are: FC(F)(F)C(O)=O.[CH3:8][C@@H:9]([O:13][C:14]1[NH:15][C:16]([NH2:25])=[C:17]2[C:21]([N:22]=1)=[N:20][C:19]([O:23][CH3:24])=[N:18]2)[CH2:10][CH2:11][CH3:12].Br[CH2:27][CH2:28][CH:29]1[CH2:34][CH2:33][O:32][CH2:31][CH2:30]1. (5) Given the product [CH3:2][CH:1]1[CH2:4][CH2:34][N:32]([C:19]([C:16]2[CH:15]=[CH:14][C:13]3[N:12]([S:27]([CH3:26])(=[O:29])=[O:28])[C:11]4[CH2:22][CH2:23][N:8]([C:6]([O:5][C:1]([CH3:3])([CH3:2])[CH3:4])=[O:7])[CH2:9][C:10]=4[C:18]=3[CH:17]=2)=[O:21])[CH2:31][CH2:3]1, predict the reactants needed to synthesize it. The reactants are: [C:1]([O:5][C:6]([N:8]1[CH2:23][CH2:22][C:11]2[NH:12][C:13]3[CH:14]=[CH:15][C:16]([C:19]([OH:21])=O)=[CH:17][C:18]=3[C:10]=2[CH2:9]1)=[O:7])([CH3:4])([CH3:3])[CH3:2].[H-].[Na+].[CH3:26][S:27](Cl)(=[O:29])=[O:28].[CH3:31][N:32]([CH:34]=O)C. (6) Given the product [N:36]1([S:33]([C:30]2[CH:31]=[CH:32][C:27]([C:2]#[C:1][C:3]3[CH:4]=[N:5][N:6]4[C:11]([C:12]([F:14])([F:13])[F:15])=[CH:10][C:9]([C:16]5[CH:21]=[CH:20][C:19]([C:22]([F:25])([F:24])[F:23])=[CH:18][CH:17]=5)=[N:8][C:7]=34)=[CH:28][CH:29]=2)(=[O:34])=[O:35])[CH2:37][CH2:38][O:39][CH2:40][CH2:41]1, predict the reactants needed to synthesize it. The reactants are: [C:1]([C:3]1[CH:4]=[N:5][N:6]2[C:11]([C:12]([F:15])([F:14])[F:13])=[CH:10][C:9]([C:16]3[CH:21]=[CH:20][C:19]([C:22]([F:25])([F:24])[F:23])=[CH:18][CH:17]=3)=[N:8][C:7]=12)#[CH:2].Br[C:27]1[CH:32]=[CH:31][C:30]([S:33]([N:36]2[CH2:41][CH2:40][O:39][CH2:38][CH2:37]2)(=[O:35])=[O:34])=[CH:29][CH:28]=1. (7) Given the product [CH2:1]([C:8]1[CH:9]=[C:10]([CH:17]=[C:18]([CH2:20][N:21]2[CH:25]=[N:24][CH:23]=[N:22]2)[CH:19]=1)[CH:11]=[O:12])[C:2]1[CH:7]=[CH:6][CH:5]=[CH:4][CH:3]=1, predict the reactants needed to synthesize it. The reactants are: [CH2:1]([C:8]1[CH:9]=[C:10]([CH:17]=[C:18]([CH2:20][N:21]2[CH:25]=[N:24][CH:23]=[N:22]2)[CH:19]=1)[C:11](N(OC)C)=[O:12])[C:2]1[CH:7]=[CH:6][CH:5]=[CH:4][CH:3]=1.[H-].[Al+3].[Li+].[H-].[H-].[H-].